This data is from Catalyst prediction with 721,799 reactions and 888 catalyst types from USPTO. The task is: Predict which catalyst facilitates the given reaction. (1) Reactant: [Br:1][C:2]1[C:3]([F:12])=[C:4]2[C:10]([NH2:11])=[CH:9][NH:8][C:5]2=[N:6][CH:7]=1.[CH3:13][C:14]1[O:18][N:17]=[C:16]([C:19](O)=[O:20])[CH:15]=1.C(N(CC)CC)C.F[P-](F)(F)(F)(F)F.N1(O[P+](N(C)C)(N(C)C)N(C)C)C2C=CC=CC=2N=N1.C1N(P(Cl)(N2C(=O)OCC2)=O)C(=O)OC1.[Li+].[OH-]. Product: [Br:1][C:2]1[C:3]([F:12])=[C:4]2[C:10]([NH:11][C:19]([C:16]3[CH:15]=[C:14]([CH3:13])[O:18][N:17]=3)=[O:20])=[CH:9][NH:8][C:5]2=[N:6][CH:7]=1. The catalyst class is: 2. (2) Reactant: Br[C:2]1[CH:14]=[CH:13][CH:12]=[C:11]([F:15])[C:3]=1[O:4][CH:5]1[CH2:10][CH2:9][CH2:8][CH2:7][O:6]1.[N:16]1[CH:21]=[CH:20][C:19](B(O)O)=[CH:18][CH:17]=1.C([O-])([O-])=O.[Na+].[Na+]. Product: [F:15][C:11]1[C:3]([O:4][CH:5]2[CH2:10][CH2:9][CH2:8][CH2:7][O:6]2)=[C:2]([C:19]2[CH:20]=[CH:21][N:16]=[CH:17][CH:18]=2)[CH:14]=[CH:13][CH:12]=1. The catalyst class is: 12. (3) Reactant: Cl[C:2]1[C:11]2[C:10](=[O:12])[N:9]([CH3:13])[CH:8]=[N:7][C:6]=2[CH:5]=[C:4](Cl)[N:3]=1.[O:15]1[CH2:20][CH2:19][N:18]([C:21]2[CH:26]=[CH:25][C:24](B3OC(C)(C)C(C)(C)O3)=[CH:23][CH:22]=2)[CH2:17][CH2:16]1.[C:36]([O-:39])([O-])=O.[Na+].[Na+]. Product: [CH3:13][N:9]1[C:10](=[O:12])[C:11]2[C:2]([C:24]3[CH:23]=[CH:22][C:21]([N:18]4[CH2:17][CH2:16][O:15][CH2:20][CH2:19]4)=[CH:26][CH:25]=3)=[N:3][C:4]([C:24]3[CH:25]=[CH:26][C:21]([N:18]4[CH2:19][CH2:36][O:39][CH2:16][CH2:17]4)=[CH:22][CH:23]=3)=[CH:5][C:6]=2[N:7]=[CH:8]1. The catalyst class is: 77. (4) Reactant: [CH2:1]([N:3]1[C:11]2[C:6](=[C:7]([O:24]C)[CH:8]=[CH:9][C:10]=2[CH:12]2[CH2:21][CH2:20][C:19]3[C:14](=[CH:15][CH:16]=[C:17]([O:22]C)[CH:18]=3)[CH2:13]2)[C:5](=O)[C:4]1=O)[CH3:2].B.O1CCCC1.N. Product: [CH2:1]([N:3]1[C:11]2[C:10]([CH:12]3[CH2:21][CH2:20][C:19]4[C:14](=[CH:15][CH:16]=[C:17]([OH:22])[CH:18]=4)[CH2:13]3)=[CH:9][CH:8]=[C:7]([OH:24])[C:6]=2[CH:5]=[CH:4]1)[CH3:2]. The catalyst class is: 7. (5) The catalyst class is: 6. Product: [CH2:23]([O:25][C:26]1[CH:27]=[CH:28][C:29]([O:39][CH2:2][C:3]2[CH:22]=[CH:21][C:6]([O:7][CH2:8][C:9]3[N:10]=[C:11]([C:15]4[CH:20]=[CH:19][CH:18]=[CH:17][CH:16]=4)[O:12][C:13]=3[CH3:14])=[CH:5][CH:4]=2)=[C:30]([CH2:32][CH2:33][C:34]([O:36][CH2:37][CH3:38])=[O:35])[CH:31]=1)[CH3:24]. Reactant: Cl[CH2:2][C:3]1[CH:22]=[CH:21][C:6]([O:7][CH2:8][C:9]2[N:10]=[C:11]([C:15]3[CH:20]=[CH:19][CH:18]=[CH:17][CH:16]=3)[O:12][C:13]=2[CH3:14])=[CH:5][CH:4]=1.[CH2:23]([O:25][C:26]1[CH:27]=[CH:28][C:29]([OH:39])=[C:30]([CH2:32][CH2:33][C:34]([O:36][CH2:37][CH3:38])=[O:35])[CH:31]=1)[CH3:24].C(=O)([O-])[O-].[K+].[K+].CN(C)C=O. (6) Reactant: C(OC([NH:8][NH:9][C:10]1[C:15]([C:16]#[N:17])=[CH:14][N:13]=[C:12]([O:18][C:19]2[CH:24]=[CH:23][C:22]([F:25])=[CH:21][C:20]=2[F:26])[N:11]=1)=O)(C)(C)C.FC(F)(F)C(O)=O.CC(CO)C.C(N(CC)CC)C. Product: [F:26][C:20]1[CH:21]=[C:22]([F:25])[CH:23]=[CH:24][C:19]=1[O:18][C:12]1[N:11]=[C:10]2[NH:9][N:8]=[C:16]([NH2:17])[C:15]2=[CH:14][N:13]=1. The catalyst class is: 4. (7) Reactant: CS[CH:3]1[C:11]2[C:6](=[CH:7][CH:8]=[C:9]([C:12]([O:14][CH2:15][CH3:16])=[O:13])[CH:10]=2)[NH:5][C:4]1=[O:17]. Product: [O:17]=[C:4]1[CH2:3][C:11]2[C:6](=[CH:7][CH:8]=[C:9]([C:12]([O:14][CH2:15][CH3:16])=[O:13])[CH:10]=2)[NH:5]1. The catalyst class is: 183. (8) Reactant: [F:1][C:2]([F:27])([F:26])[C:3]1[CH:8]=[CH:7][N:6]2[CH:9]=[C:10]([CH2:12][C@@H:13]3[CH2:18][CH2:17][CH2:16][CH2:15][N:14]3[C:19]([O:21][C:22]([CH3:25])([CH3:24])[CH3:23])=[O:20])[N:11]=[C:5]2[CH:4]=1.C1C(=O)N([Cl:35])C(=O)C1. Product: [Cl:35][C:9]1[N:6]2[CH:7]=[CH:8][C:3]([C:2]([F:26])([F:1])[F:27])=[CH:4][C:5]2=[N:11][C:10]=1[CH2:12][C@@H:13]1[CH2:18][CH2:17][CH2:16][CH2:15][N:14]1[C:19]([O:21][C:22]([CH3:23])([CH3:24])[CH3:25])=[O:20]. The catalyst class is: 2. (9) Reactant: [N:1]1[CH:6]=[CH:5][CH:4]=[CH:3][C:2]=1[C:7]([OH:9])=O.C(N(CC)CC)C.ClC(OCC)=O.Cl.[N:24]([CH2:27][CH2:28]N)=[N+:25]=[N-:26]. Product: [N:24]([CH2:27][CH2:28][C:7]([C:2]1[CH:3]=[CH:4][CH:5]=[CH:6][N:1]=1)=[O:9])=[N+:25]=[N-:26]. The catalyst class is: 4. (10) Reactant: [CH2:1]([O:3][C:4](=[O:15])[CH:5]=[CH:6][C:7]1[CH:12]=[C:11]([Cl:13])[CH:10]=[CH:9][C:8]=1[NH2:14])[CH3:2].[C:16]([O:20][C:21]([N:23]1[CH2:28][CH2:27][C:26](=O)[CH2:25][CH2:24]1)=[O:22])([CH3:19])([CH3:18])[CH3:17].C(O[BH-](OC(=O)C)OC(=O)C)(=O)C.[Na+].C(O)(=O)C.C([O-])(O)=O.[Na+]. Product: [C:16]([O:20][C:21]([N:23]1[CH2:28][CH2:27][CH:26]([NH:14][C:8]2[CH:9]=[CH:10][C:11]([Cl:13])=[CH:12][C:7]=2[CH:6]=[CH:5][C:4]([O:3][CH2:1][CH3:2])=[O:15])[CH2:25][CH2:24]1)=[O:22])([CH3:19])([CH3:17])[CH3:18]. The catalyst class is: 2.